From a dataset of Forward reaction prediction with 1.9M reactions from USPTO patents (1976-2016). Predict the product of the given reaction. (1) Given the reactants [Cl:1][C:2]1[CH:3]=[CH:4][N:5]2[C:10]=1[C:9](=[O:11])[N:8]([C:12]1[CH:17]=[CH:16][CH:15]=[C:14]([F:18])[CH:13]=1)[C:7]([C@@H:19]1[CH2:23][C@@H:22]([OH:24])[CH2:21][N:20]1[C:25]([O:27][C:28]([CH3:31])([CH3:30])[CH3:29])=[O:26])=[N:6]2.[S:32](Cl)([C:35]1[CH:41]=[CH:40][C:38]([CH3:39])=[CH:37][CH:36]=1)(=[O:34])=[O:33], predict the reaction product. The product is: [Cl:1][C:2]1[CH:3]=[CH:4][N:5]2[C:10]=1[C:9](=[O:11])[N:8]([C:12]1[CH:17]=[CH:16][CH:15]=[C:14]([F:18])[CH:13]=1)[C:7]([C@@H:19]1[CH2:23][C@@H:22]([O:24][S:32]([C:35]3[CH:41]=[CH:40][C:38]([CH3:39])=[CH:37][CH:36]=3)(=[O:34])=[O:33])[CH2:21][N:20]1[C:25]([O:27][C:28]([CH3:31])([CH3:30])[CH3:29])=[O:26])=[N:6]2. (2) Given the reactants [F:1][C:2]1[CH:3]=[C:4]([CH:8]=[C:9]([F:11])[CH:10]=1)[C:5]([NH2:7])=[O:6].[CH3:12][C:13]([CH:16]=O)([CH3:15])[CH3:14].[NH:18]1[C:22]2[CH:23]=[CH:24][CH:25]=[CH:26][C:21]=2[N:20]=[N:19]1.C1(C)C=CC(S(O)(=O)=O)=CC=1, predict the reaction product. The product is: [N:18]1([CH:16]([NH:7][C:5](=[O:6])[C:4]2[CH:3]=[C:2]([F:1])[CH:10]=[C:9]([F:11])[CH:8]=2)[C:13]([CH3:14])([CH3:15])[CH3:12])[C:22]2[CH:23]=[CH:24][CH:25]=[CH:26][C:21]=2[N:20]=[N:19]1. (3) Given the reactants [CH:1]1([C:4]2[C:5]([O:19][C:20]3[CH:25]=[CH:24][C:23]([N+:26]([O-])=O)=[CH:22][C:21]=3[F:29])=[CH:6][C:7]3[C:11]([CH:12]=2)=[N:10][N:9]([CH:13]2[CH2:18][CH2:17][CH2:16][CH2:15][O:14]2)[CH:8]=3)[CH2:3][CH2:2]1.CO.CN(C)N, predict the reaction product. The product is: [CH:1]1([C:4]2[C:5]([O:19][C:20]3[CH:25]=[CH:24][C:23]([NH2:26])=[CH:22][C:21]=3[F:29])=[CH:6][C:7]3[C:11]([CH:12]=2)=[N:10][N:9]([CH:13]2[CH2:18][CH2:17][CH2:16][CH2:15][O:14]2)[CH:8]=3)[CH2:3][CH2:2]1. (4) Given the reactants [C:1]1([C@@H:7]2[CH2:9][C@H:8]2[NH2:10])[CH:6]=[CH:5][CH:4]=[CH:3][CH:2]=1.[CH:11]([CH:13]1[CH2:19][CH2:18][CH2:17][N:16]([C:20]([O:22][C:23]([CH3:26])([CH3:25])[CH3:24])=[O:21])[CH2:15][CH2:14]1)=O.C(O[BH-](OC(=O)C)OC(=O)C)(=O)C.[Na+].C([O-])(O)=O.[Na+], predict the reaction product. The product is: [C:1]1([C@@H:7]2[CH2:9][C@H:8]2[NH:10][CH2:11][CH:13]2[CH2:19][CH2:18][CH2:17][N:16]([C:20]([O:22][C:23]([CH3:24])([CH3:26])[CH3:25])=[O:21])[CH2:15][CH2:14]2)[CH:6]=[CH:5][CH:4]=[CH:3][CH:2]=1. (5) Given the reactants [CH2:1](Br)[C:2]1[CH:7]=[CH:6][CH:5]=[CH:4][CH:3]=1.[CH:9]([C:11]1[N:12]=[C:13]([CH3:16])[NH:14][CH:15]=1)=[O:10].C(=O)([O-])[O-].[K+].[K+], predict the reaction product. The product is: [CH2:1]([N:12]1[C:11]([CH:9]=[O:10])=[CH:15][N:14]=[C:13]1[CH3:16])[C:2]1[CH:7]=[CH:6][CH:5]=[CH:4][CH:3]=1.